This data is from Peptide-MHC class II binding affinity with 134,281 pairs from IEDB. The task is: Regression. Given a peptide amino acid sequence and an MHC pseudo amino acid sequence, predict their binding affinity value. This is MHC class II binding data. (1) The peptide sequence is DRWLDLRYVGPASAD. The MHC is HLA-DQA10501-DQB10301 with pseudo-sequence HLA-DQA10501-DQB10301. The binding affinity (normalized) is 0.316. (2) The peptide sequence is TKQQVFIQSEDPPVL. The MHC is DRB1_0401 with pseudo-sequence DRB1_0401. The binding affinity (normalized) is 0.692.